Dataset: Full USPTO retrosynthesis dataset with 1.9M reactions from patents (1976-2016). Task: Predict the reactants needed to synthesize the given product. (1) Given the product [Br:1][C:2]1[CH:7]=[C:6]([NH2:8])[CH:5]=[C:4]([Br:11])[N:3]=1, predict the reactants needed to synthesize it. The reactants are: [Br:1][C:2]1[CH:7]=[C:6]([N+:8]([O-])=O)[CH:5]=[C:4]([Br:11])[N:3]=1.O.[OH-].[Na+]. (2) Given the product [OH:22][C:7]1[C:8]2[S:15][C:14]([C:16]3[CH:17]=[CH:18][CH:19]=[CH:20][CH:21]=3)=[N:13][C:9]=2[C:10]([CH3:12])=[N:11][C:6]=1[C:4]([NH:23][CH:24]([CH3:25])[C:26]([OH:28])=[O:27])=[O:5], predict the reactants needed to synthesize it. The reactants are: C(O[C:4]([C:6]1[N:11]=[C:10]([CH3:12])[C:9]2[N:13]=[C:14]([C:16]3[CH:21]=[CH:20][CH:19]=[CH:18][CH:17]=3)[S:15][C:8]=2[C:7]=1[OH:22])=[O:5])C.[NH2:23][C@H:24]([C:26]([OH:28])=[O:27])[CH3:25]. (3) Given the product [ClH:7].[Cl:7][C:8]1[CH:18]=[C:17]([C:19]2[N:24]=[C:23]3[N:25]([CH2:28][C:29]4[CH:30]=[C:31]5[C:36](=[CH:37][CH:38]=4)[N:35]=[CH:34][CH:33]=[CH:32]5)[N:26]=[N:27][C:22]3=[CH:21][CH:20]=2)[CH:16]=[CH:15][C:9]=1[C:10]([NH:12][CH2:13][CH3:14])=[O:11], predict the reactants needed to synthesize it. The reactants are: CCOCC.Cl.[Cl:7][C:8]1[CH:18]=[C:17]([C:19]2[N:24]=[C:23]3[N:25]([CH2:28][C:29]4[CH:30]=[C:31]5[C:36](=[CH:37][CH:38]=4)[N:35]=[CH:34][CH:33]=[CH:32]5)[N:26]=[N:27][C:22]3=[CH:21][CH:20]=2)[CH:16]=[CH:15][C:9]=1[C:10]([NH:12][CH2:13][CH3:14])=[O:11]. (4) Given the product [N:11]1[CH:12]=[CH:13][CH:14]=[CH:15][C:10]=1[S:9][CH2:8][C:7]1[CH:16]=[CH:17][C:4]([NH2:1])=[CH:5][CH:6]=1, predict the reactants needed to synthesize it. The reactants are: [N+:1]([C:4]1[CH:17]=[CH:16][C:7]([CH2:8][S:9][C:10]2[CH:15]=[CH:14][CH:13]=[CH:12][N:11]=2)=[CH:6][CH:5]=1)([O-])=O.